Dataset: Full USPTO retrosynthesis dataset with 1.9M reactions from patents (1976-2016). Task: Predict the reactants needed to synthesize the given product. (1) Given the product [CH2:6]([O:13][CH2:14][CH:15]([NH:26][C:27](=[O:33])[O:28][C:29]([CH3:31])([CH3:30])[CH3:32])[CH2:16][N:17]([C:3](=[O:4])[CH2:2][Br:1])[CH2:18][C:19]1[CH:24]=[CH:23][C:22]([F:25])=[CH:21][CH:20]=1)[C:7]1[CH:12]=[CH:11][CH:10]=[CH:9][CH:8]=1, predict the reactants needed to synthesize it. The reactants are: [Br:1][CH2:2][C:3](Br)=[O:4].[CH2:6]([O:13][CH2:14][CH:15]([NH:26][C:27](=[O:33])[O:28][C:29]([CH3:32])([CH3:31])[CH3:30])[CH2:16][NH:17][CH2:18][C:19]1[CH:24]=[CH:23][C:22]([F:25])=[CH:21][CH:20]=1)[C:7]1[CH:12]=[CH:11][CH:10]=[CH:9][CH:8]=1.C(N(CC)CC)C. (2) The reactants are: [F:1][C:2]1[CH:10]=[CH:9][C:5]([C:6]([NH2:8])=[O:7])=[CH:4][CH:3]=1.Cl[C:12]([S:14]Cl)=[O:13]. Given the product [F:1][C:2]1[CH:10]=[CH:9][C:5]([C:6]2[O:7][C:12](=[O:13])[S:14][N:8]=2)=[CH:4][CH:3]=1, predict the reactants needed to synthesize it. (3) The reactants are: I[C:2]1[CH:7]=[CH:6][C:5]([C:8]2([OH:18])[CH2:17][CH2:16][C:11]3([O:15][CH2:14][CH2:13][O:12]3)[CH2:10][CH2:9]2)=[CH:4][CH:3]=1.[Cl-].Br[C:21]1[N:26]=[CH:25][CH:24]=[CH:23][N:22]=1. Given the product [N:22]1[CH:23]=[CH:24][CH:25]=[N:26][C:21]=1[C:2]1[CH:7]=[CH:6][C:5]([C:8]2([OH:18])[CH2:17][CH2:16][C:11]3([O:15][CH2:14][CH2:13][O:12]3)[CH2:10][CH2:9]2)=[CH:4][CH:3]=1, predict the reactants needed to synthesize it. (4) Given the product [Cl:7][C:8]1[N:16]=[C:15]([C:17]([F:19])([F:20])[F:18])[N:14]=[C:13]2[C:9]=1[N:10]=[CH:11][N:12]2[CH2:29][C:26]1[CH:27]=[CH:28][C:23]([O:22][CH3:21])=[CH:24][CH:25]=1, predict the reactants needed to synthesize it. The reactants are: C(=O)([O-])[O-].[K+].[K+].[Cl:7][C:8]1[N:16]=[C:15]([C:17]([F:20])([F:19])[F:18])[N:14]=[C:13]2[C:9]=1[N:10]=[CH:11][NH:12]2.[CH3:21][O:22][C:23]1[CH:28]=[CH:27][C:26]([CH2:29]Cl)=[CH:25][CH:24]=1. (5) Given the product [C:11]([O:14][CH2:15][C:16]1[C:17]([N:31]2[N:40]=[CH:39][C:38]3[C:33](=[C:34]([F:45])[CH:35]=[C:36]([C:41]([CH3:43])([CH3:42])[CH3:44])[CH:37]=3)[C:32]2=[O:46])=[N:18][CH:19]=[CH:20][C:21]=1[C:6]1[CH:7]=[C:2]([Br:1])[C:3](=[O:10])[N:4]([CH3:9])[CH:5]=1)(=[O:13])[CH3:12], predict the reactants needed to synthesize it. The reactants are: [Br:1][C:2]1[C:3](=[O:10])[N:4]([CH3:9])[CH:5]=[C:6](I)[CH:7]=1.[C:11]([O:14][CH2:15][C:16]1[C:17]([N:31]2[N:40]=[CH:39][C:38]3[C:33](=[C:34]([F:45])[CH:35]=[C:36]([C:41]([CH3:44])([CH3:43])[CH3:42])[CH:37]=3)[C:32]2=[O:46])=[N:18][CH:19]=[CH:20][C:21]=1B1OC(C)(C)C(C)(C)O1)(=[O:13])[CH3:12].C([O-])(=O)C.[Na+].[O-]P([O-])([O-])=O.[K+].[K+].[K+].